From a dataset of HIV replication inhibition screening data with 41,000+ compounds from the AIDS Antiviral Screen. Binary Classification. Given a drug SMILES string, predict its activity (active/inactive) in a high-throughput screening assay against a specified biological target. (1) The drug is Cc1cc(=O)oc2cc(SC(=O)N(C)C)ccc12. The result is 0 (inactive). (2) The drug is CCCCCCCCCCCCCCCC(=O)OCC(C[As](=O)(O)O)OC(=O)CCCCCCCCCCCCCCC. The result is 0 (inactive).